From a dataset of Reaction yield outcomes from USPTO patents with 853,638 reactions. Predict the reaction yield, written as a fraction of the theoretical maximum amount of product (1.0 means a 100% yield; for example, 0.34 means a 34% yield). (1) The catalyst is CC#N. The yield is 0.310. The reactants are [F:1][C:2]1[N:7]=[C:6]([C:8]([OH:10])=O)[CH:5]=[CH:4][CH:3]=1.CCN=C=NCCCN(C)C.Cl.[Cl:23][C:24]1[C:32]([C:33]#[N:34])=[CH:31][CH:30]=[C:29]2[C:25]=1[CH:26]=[C:27]([CH:40]([F:42])[F:41])[N:28]2[CH2:35][C:36]([NH:38][NH2:39])=O.S(Cl)(C1C=CC(C)=CC=1)(=O)=O. The product is [Cl:23][C:24]1[C:32]([C:33]#[N:34])=[CH:31][CH:30]=[C:29]2[C:25]=1[CH:26]=[C:27]([CH:40]([F:41])[F:42])[N:28]2[CH2:35][C:36]1[O:10][C:8]([C:6]2[CH:5]=[CH:4][CH:3]=[C:2]([F:1])[N:7]=2)=[N:39][N:38]=1. (2) The reactants are Br[C:2]1[CH:3]=[N:4][CH:5]=[CH:6][CH:7]=1.[O:8]=[C:9]1[C@@H:16]2[C@@H:12]([CH2:13][N:14]([C:17]([O:19][C:20]([CH3:23])([CH3:22])[CH3:21])=[O:18])[CH2:15]2)[CH2:11][CH2:10]1. No catalyst specified. The product is [OH:8][C:9]1([C:2]2[CH:3]=[N:4][CH:5]=[CH:6][CH:7]=2)[C@@H:16]2[C@@H:12]([CH2:13][N:14]([C:17]([O:19][C:20]([CH3:23])([CH3:22])[CH3:21])=[O:18])[CH2:15]2)[CH2:11][CH2:10]1. The yield is 0.270. (3) The reactants are S(OC)(O[CH3:5])(=O)=O.[Cl:8][C:9]1[NH:10][C:11]2[CH:17]=[CH:16][CH:15]=[CH:14][C:12]=2[N:13]=1.[OH-].[Na+]. No catalyst specified. The product is [Cl:8][C:9]1[N:13]([CH3:5])[C:12]2[CH:14]=[CH:15][CH:16]=[CH:17][C:11]=2[N:10]=1. The yield is 0.810. (4) The reactants are [ClH:1].CO[C:4](=O)[CH:5]([NH2:10])[CH2:6][CH2:7][C:8]#[CH:9].[N:12]#[C:13][NH2:14]. No catalyst specified. The product is [ClH:1].[CH2:6]([C:5]1[N:10]=[C:13]([NH2:14])[NH:12][CH:4]=1)[CH2:7][C:8]#[CH:9]. The yield is 0.480. (5) The reactants are CNCCNC.[Cl:7][C:8]1[C:12]([NH:13][C:14](=[O:16])[CH3:15])=[CH:11][NH:10][N:9]=1.C(=O)([O-])[O-].[K+].[K+].Br[C:24]1[CH:25]=[N:26][CH:27]=[CH:28][CH:29]=1. The catalyst is [Cu]Cl.C(#N)C. The product is [Cl:7][C:8]1[C:12]([NH:13][C:14](=[O:16])[CH3:15])=[CH:11][N:10]([C:24]2[CH:25]=[N:26][CH:27]=[CH:28][CH:29]=2)[N:9]=1. The yield is 0.640. (6) The reactants are [CH3:1][C@H:2]1[C:10]2[C:9](O)=[N:8][CH:7]=[N:6][C:5]=2[CH2:4][CH2:3]1.O=P(Cl)(Cl)[Cl:14]. No catalyst specified. The product is [Cl:14][C:9]1[C:10]2[C@H:2]([CH3:1])[CH2:3][CH2:4][C:5]=2[N:6]=[CH:7][N:8]=1. The yield is 0.490. (7) The reactants are [CH:1]1([CH:7]([NH:19][C:20]2[CH:25]=[CH:24][C:23]([C:26]([N:28]([CH3:36])[CH2:29][CH2:30][C:31]([O:33][CH2:34][CH3:35])=[O:32])=[O:27])=[CH:22][CH:21]=2)[C:8]2[O:9][C:10]3[CH:17]=[CH:16][C:15]([OH:18])=[CH:14][C:11]=3[C:12]=2[CH3:13])[CH2:6][CH2:5][CH2:4][CH2:3][CH2:2]1.[S:37]1[CH2:42][CH2:41][CH:40](O)[CH2:39][CH2:38]1.C(P(CCCC)CCCC)CCC.N(C(N1CCCCC1)=O)=NC(N1CCCCC1)=O. The catalyst is O1CCCC1. The product is [CH:1]1([CH:7]([NH:19][C:20]2[CH:21]=[CH:22][C:23]([C:26]([N:28]([CH3:36])[CH2:29][CH2:30][C:31]([O:33][CH2:34][CH3:35])=[O:32])=[O:27])=[CH:24][CH:25]=2)[C:8]2[O:9][C:10]3[CH:17]=[CH:16][C:15]([O:18][CH:40]4[CH2:41][CH2:42][S:37][CH2:38][CH2:39]4)=[CH:14][C:11]=3[C:12]=2[CH3:13])[CH2:6][CH2:5][CH2:4][CH2:3][CH2:2]1. The yield is 0.230. (8) The reactants are [Cl:1][C:2]1[CH:3]=[C:4]2[C:9](=[CH:10][CH:11]=1)[CH:8]=[C:7]([S:12]([CH2:15][CH2:16][C:17]([N:19]1[CH2:24][CH2:23][CH:22]([C:25]3[N:26]=[CH:27][N:28](C(C4C=CC=CC=4)(C4C=CC=CC=4)C4C=CC=CC=4)[CH:29]=3)[CH2:21][CH2:20]1)=[O:18])(=[O:14])=[O:13])[CH:6]=[CH:5]2.[CH3:49]I. The catalyst is CN(C=O)C. The product is [Cl:1][C:2]1[CH:3]=[C:4]2[C:9](=[CH:10][CH:11]=1)[CH:8]=[C:7]([S:12]([CH2:15][CH2:16][C:17]([N:19]1[CH2:20][CH2:21][CH:22]([C:25]3[N:26]([CH3:49])[CH:27]=[N:28][CH:29]=3)[CH2:23][CH2:24]1)=[O:18])(=[O:14])=[O:13])[CH:6]=[CH:5]2. The yield is 0.760. (9) The reactants are [CH3:1][N:2]([CH3:8])[C@H:3]1[CH2:7][CH2:6][NH:5][CH2:4]1.[Cl:9][C:10]1[C:11]([C:29]2[CH:30]=[N:31][N:32]3[CH:37]=[CH:36][CH:35]=[CH:34][C:33]=23)=[N:12][C:13]([NH:16][C:17]2[CH:22]=[C:21]([N+:23]([O-:25])=[O:24])[C:20](F)=[CH:19][C:18]=2[O:27][CH3:28])=[N:14][CH:15]=1.CCN(C(C)C)C(C)C. The catalyst is CC(N(C)C)=O.CO. The product is [Cl:9][C:10]1[C:11]([C:29]2[CH:30]=[N:31][N:32]3[CH:37]=[CH:36][CH:35]=[CH:34][C:33]=23)=[N:12][C:13]([NH:16][C:17]2[CH:22]=[C:21]([N+:23]([O-:25])=[O:24])[C:20]([N:5]3[CH2:6][CH2:7][C@H:3]([N:2]([CH3:8])[CH3:1])[CH2:4]3)=[CH:19][C:18]=2[O:27][CH3:28])=[N:14][CH:15]=1. The yield is 0.980.